Dataset: Forward reaction prediction with 1.9M reactions from USPTO patents (1976-2016). Task: Predict the product of the given reaction. (1) The product is: [CH3:1][O:2][C:3](=[O:25])[C:4]1[CH:5]=[CH:6][C:7]([CH2:10][C:11]2[CH:16]=[CH:15][CH:14]=[CH:13][C:12]=2[OH:17])=[CH:8][CH:9]=1. Given the reactants [CH3:1][O:2][C:3](=[O:25])[C:4]1[CH:9]=[CH:8][C:7]([CH2:10][C:11]2[CH:16]=[CH:15][CH:14]=[CH:13][C:12]=2[O:17]CC2C=CC=CC=2)=[CH:6][CH:5]=1, predict the reaction product. (2) The product is: [ClH:10].[CH3:18][O:19][C:20]1[CH:25]=[C:24]([O:26][CH3:27])[CH:23]=[CH:22][C:21]=1[CH2:28][CH2:29][CH2:30][CH2:31][NH:32][C:14]([NH:13][C:11]([C:4]1[C:3]([NH2:2])=[N:8][C:7]([NH2:9])=[C:6]([Cl:10])[N:5]=1)=[O:12])=[NH:17]. Given the reactants I.[NH2:2][C:3]1[C:4]([C:11]([NH:13][C:14](=[NH:17])SC)=[O:12])=[N:5][C:6]([Cl:10])=[C:7]([NH2:9])[N:8]=1.[CH3:18][O:19][C:20]1[CH:25]=[C:24]([O:26][CH3:27])[CH:23]=[CH:22][C:21]=1[CH2:28][CH2:29][CH2:30][CH2:31][NH2:32], predict the reaction product. (3) Given the reactants [NH2:1][CH2:2][C:3]1[C:4]([NH:16][CH:17]2[CH2:22][CH2:21][N:20]([C:23]([NH2:25])=[O:24])[CH2:19][CH2:18]2)=[C:5]2[CH:13]=[N:12][N:11]([CH2:14][CH3:15])[C:6]2=[N:7][C:8]=1[CH2:9][CH3:10].C(N(CC)CC)C.[Br:33][CH2:34][CH2:35][CH2:36][CH2:37][O:38][CH2:39][CH2:40][CH2:41][CH2:42][C:43]1[CH:51]=[CH:50][C:46]([C:47](Cl)=[O:48])=[CH:45][CH:44]=1.O, predict the reaction product. The product is: [Br:33][CH2:34][CH2:35][CH2:36][CH2:37][O:38][CH2:39][CH2:40][CH2:41][CH2:42][C:43]1[CH:44]=[CH:45][C:46]([C:47]([NH:1][CH2:2][C:3]2[C:4]([NH:16][CH:17]3[CH2:22][CH2:21][N:20]([C:23]([NH2:25])=[O:24])[CH2:19][CH2:18]3)=[C:5]3[CH:13]=[N:12][N:11]([CH2:14][CH3:15])[C:6]3=[N:7][C:8]=2[CH2:9][CH3:10])=[O:48])=[CH:50][CH:51]=1. (4) Given the reactants [CH2:1]([N:8]1[CH2:16][CH2:15][N:14]([CH2:17][C:18]2[CH:23]=[CH:22][CH:21]=[CH:20][CH:19]=2)[CH2:13][CH2:12][N:11]([CH2:24][C:25]2[CH:30]=[CH:29][CH:28]=[CH:27][CH:26]=2)[CH2:10][CH:9]1C#N)[C:2]1[CH:7]=[CH:6][CH:5]=[CH:4][CH:3]=1.[H-].[H-].[H-].[H-].[Li+].[Al+3].O, predict the reaction product. The product is: [CH2:1]([N:8]1[CH2:9][CH2:10][N:11]([CH2:24][C:25]2[CH:26]=[CH:27][CH:28]=[CH:29][CH:30]=2)[CH2:12][CH2:13][N:14]([CH2:17][C:18]2[CH:23]=[CH:22][CH:21]=[CH:20][CH:19]=2)[CH2:15][CH2:16]1)[C:2]1[CH:3]=[CH:4][CH:5]=[CH:6][CH:7]=1. (5) Given the reactants [NH2:1][CH2:2][C:3]1[CH:4]=[C:5]2[C:9](=[CH:10][C:11]=1[F:12])[CH2:8][N:7]([C:13]([O:15][C:16]([CH3:19])([CH3:18])[CH3:17])=[O:14])[CH2:6]2.CCN(C(C)C)C(C)C.Cl[C:30]1[C:31]2[C:32](=[N:36][N:37]([CH2:39][C:40]3[CH:45]=[CH:44][C:43]([CH2:46][N:47]4[CH:52]=[CH:51][CH:50]=[CH:49][C:48]4=[O:53])=[CH:42][CH:41]=3)[CH:38]=2)[N:33]=[CH:34][N:35]=1, predict the reaction product. The product is: [F:12][C:11]1[CH:10]=[C:9]2[C:5](=[CH:4][C:3]=1[CH2:2][NH:1][C:30]1[C:31]3[C:32](=[N:36][N:37]([CH2:39][C:40]4[CH:41]=[CH:42][C:43]([CH2:46][N:47]5[CH:52]=[CH:51][CH:50]=[CH:49][C:48]5=[O:53])=[CH:44][CH:45]=4)[CH:38]=3)[N:33]=[CH:34][N:35]=1)[CH2:6][N:7]([C:13]([O:15][C:16]([CH3:19])([CH3:18])[CH3:17])=[O:14])[CH2:8]2. (6) Given the reactants [CH3:1][O:2][C:3]1[CH:4]=[N:5][CH:6]=[C:7](B2OC(C)(C)C(C)(C)O2)[CH:8]=1.[OH2:18], predict the reaction product. The product is: [CH3:1][O:2][C:3]1[CH:8]=[C:7]([OH:18])[CH:6]=[N:5][CH:4]=1. (7) Given the reactants [F:1][C:2]1([F:25])[O:6][C:5]2[CH:7]=[CH:8][C:9]([N:11]3[CH:16]=[CH:15][C:14](=[O:17])[C:13]([C:18](=O)/[CH:19]=[CH:20]/N(C)C)=[N:12]3)=[CH:10][C:4]=2[O:3]1.[F:26][C:27]1[CH:28]=[C:29]2[C:34](=[CH:35][CH:36]=1)[N:33]=[CH:32][CH:31]=[C:30]2[NH:37][NH2:38], predict the reaction product. The product is: [F:25][C:2]1([F:1])[O:6][C:5]2[CH:7]=[CH:8][C:9]([N:11]3[CH:16]=[CH:15][C:14](=[O:17])[C:13]([C:18]4[N:37]([C:30]5[C:29]6[C:34](=[CH:35][CH:36]=[C:27]([F:26])[CH:28]=6)[N:33]=[CH:32][CH:31]=5)[N:38]=[CH:20][CH:19]=4)=[N:12]3)=[CH:10][C:4]=2[O:3]1. (8) Given the reactants [N:1]1([CH2:6][CH2:7][CH2:8][CH2:9][C:10]2[CH:25]=[CH:24][C:13]([O:14][CH2:15][C:16]3[O:17][CH:18]=[C:19]([C:21]([OH:23])=O)[N:20]=3)=[CH:12][CH:11]=2)[CH:5]=[CH:4][N:3]=[N:2]1.[F:26][C:27]([F:36])([F:35])[C:28]1[CH:29]=[C:30]([NH2:34])[CH:31]=[CH:32][CH:33]=1, predict the reaction product. The product is: [F:26][C:27]([F:35])([F:36])[C:28]1[CH:29]=[C:30]([NH:34][C:21]([C:19]2[N:20]=[C:16]([CH2:15][O:14][C:13]3[CH:12]=[CH:11][C:10]([CH2:9][CH2:8][CH2:7][CH2:6][N:1]4[CH:5]=[CH:4][N:3]=[N:2]4)=[CH:25][CH:24]=3)[O:17][CH:18]=2)=[O:23])[CH:31]=[CH:32][CH:33]=1.